From a dataset of Reaction yield outcomes from USPTO patents with 853,638 reactions. Predict the reaction yield, written as a fraction of the theoretical maximum amount of product (1.0 means a 100% yield; for example, 0.34 means a 34% yield). The reactants are C(Cl)(=O)C([Cl:4])=O.CN(C=O)C.[Na+].[CH2:13]([O:17][C:18]1[CH:23]=[CH:22][C:21]([S:24]([O-:27])(=O)=[O:25])=[CH:20][CH:19]=1)[C:14]#[C:15][CH3:16]. The catalyst is C(Cl)Cl. The product is [CH2:13]([O:17][C:18]1[CH:23]=[CH:22][C:21]([S:24]([Cl:4])(=[O:27])=[O:25])=[CH:20][CH:19]=1)[C:14]#[C:15][CH3:16]. The yield is 0.950.